From a dataset of Full USPTO retrosynthesis dataset with 1.9M reactions from patents (1976-2016). Predict the reactants needed to synthesize the given product. (1) Given the product [CH3:22][C:5]1[CH:4]=[CH:3][C:2]([B:26]2[O:27][C:28]([CH3:30])([CH3:29])[C:24]([CH3:40])([CH3:23])[O:25]2)=[CH:21][C:6]=1[C:7]([NH:9][CH2:10][C:11]12[CH2:18][CH:17]3[CH2:19][CH:13]([CH2:14][CH:15]([CH2:16]3)[CH2:20]1)[CH2:12]2)=[O:8], predict the reactants needed to synthesize it. The reactants are: I[C:2]1[CH:3]=[CH:4][C:5]([CH3:22])=[C:6]([CH:21]=1)[C:7]([NH:9][CH2:10][C:11]12[CH2:20][CH:15]3[CH2:16][CH:17]([CH2:19][CH:13]([CH2:14]3)[CH2:12]1)[CH2:18]2)=[O:8].[CH3:23][C:24]1([CH3:40])[C:28]([CH3:30])([CH3:29])[O:27][B:26]([B:26]2[O:27][C:28]([CH3:30])([CH3:29])[C:24]([CH3:40])([CH3:23])[O:25]2)[O:25]1.C([O-])(=O)C.[K+].CN(C)C=O. (2) Given the product [N:13]1[N:10]2[CH:11]=[CH:12][C:7]([C:4]3[CH2:3][CH2:2][N:1]([C:17]([O:19][CH:20]([CH3:22])[CH3:21])=[O:18])[CH2:6][CH:5]=3)=[N:8][C:9]2=[CH:15][CH:14]=1, predict the reactants needed to synthesize it. The reactants are: [NH:1]1[CH2:6][CH:5]=[C:4]([C:7]2[CH:12]=[CH:11][N:10]3[N:13]=[CH:14][CH:15]=[C:9]3[N:8]=2)[CH2:3][CH2:2]1.Cl[C:17]([O:19][CH:20]([CH3:22])[CH3:21])=[O:18]. (3) Given the product [CH2:38]([NH:41][C:14](=[O:16])[C@@H:13]1[CH2:17][CH2:18][CH2:19][N:12]1[C:10](=[O:11])[C@@H:9]([NH:8][C:6]([O:5][C:1]([CH3:2])([CH3:3])[CH3:4])=[O:7])[CH2:20][CH3:21])[CH2:39][CH3:40], predict the reactants needed to synthesize it. The reactants are: [C:1]([O:5][C:6]([NH:8][C@@H:9]([CH2:20][CH3:21])[C:10]([N:12]1[CH2:19][CH2:18][CH2:17][C@H:13]1[C:14]([OH:16])=O)=[O:11])=[O:7])([CH3:4])([CH3:3])[CH3:2].ClC(OCC(C)C)=O.C(N1CCOCC1)C.[CH2:38]([NH2:41])[CH2:39][CH3:40]. (4) The reactants are: [Br:1][C:2]1[C:10]([OH:11])=[CH:9][CH:8]=[C:7]([OH:12])[C:3]=1[CH:4]=[N:5]O.[C:13]([O-:16])(=O)[CH3:14].[Na+].[CH3:18][C:19](OC(C)=O)=[O:20]. Given the product [Br:1][C:2]1[C:3]([C:4]#[N:5])=[C:7]([O:12][C:19]([CH3:18])=[O:20])[CH:8]=[CH:9][C:10]=1[O:11][C:13]([CH3:14])=[O:16], predict the reactants needed to synthesize it.